Dataset: Full USPTO retrosynthesis dataset with 1.9M reactions from patents (1976-2016). Task: Predict the reactants needed to synthesize the given product. Given the product [CH:1]([C:4]1[N:5]=[C:6]([C:11]2[CH:16]=[CH:15][C:14]([C:17]([F:20])([F:19])[F:18])=[CH:13][CH:12]=2)[S:7][C:8]=1[CH2:9][NH:33][C:34]1[CH:35]=[CH:36][C:37]([C@@H:40]2[CH2:42][C@H:41]2[C:43]([OH:45])=[O:44])=[CH:38][CH:39]=1)([CH3:3])[CH3:2], predict the reactants needed to synthesize it. The reactants are: [CH:1]([C:4]1[N:5]=[C:6]([C:11]2[CH:16]=[CH:15][C:14]([C:17]([F:20])([F:19])[F:18])=[CH:13][CH:12]=2)[S:7][C:8]=1[CH2:9]O)([CH3:3])[CH3:2].CCN(CC)CC.CS(Cl)(=O)=O.[NH2:33][C:34]1[CH:39]=[CH:38][C:37]([C@@H:40]2[CH2:42][C@H:41]2[C:43]([OH:45])=[O:44])=[CH:36][CH:35]=1.